Dataset: Forward reaction prediction with 1.9M reactions from USPTO patents (1976-2016). Task: Predict the product of the given reaction. (1) Given the reactants [Cl:1][C:2]1[CH:7]=[CH:6][CH:5]=[CH:4][C:3]=1[C:8]1[N:12]([C:13]2[C:20]3[S:19][C:18]([NH2:21])=[N:17][C:16]=3[NH:15][N:14]=2)[CH:11]=[N:10][CH:9]=1.Br[C:23]1[O:24][C:25]([N+:28]([O-:30])=[O:29])=[CH:26][CH:27]=1.[H-].[Na+], predict the reaction product. The product is: [Cl:1][C:2]1[CH:7]=[CH:6][CH:5]=[CH:4][C:3]=1[C:8]1[N:12]([C:13]2[C:20]3[S:19][C:18]([NH:21][C:23]4[O:24][C:25]([N+:28]([O-:30])=[O:29])=[CH:26][CH:27]=4)=[N:17][C:16]=3[NH:15][N:14]=2)[CH:11]=[N:10][CH:9]=1. (2) Given the reactants [NH:1]1[CH2:6][CH2:5][CH2:4][CH:3]([C:7]([OH:9])=[O:8])[CH2:2]1.[OH-].[Na+].Br[C:13]1([CH2:24][C:25]2[CH:30]=[CH:29][CH:28]=[C:27]([Cl:31])[CH:26]=2)[C:21]2[C:16](=[CH:17][C:18]([Cl:22])=[CH:19][CH:20]=2)[NH:15][C:14]1=[O:23].Cl, predict the reaction product. The product is: [Cl:22][C:18]1[CH:17]=[C:16]2[C:21]([C:13]([N:1]3[CH2:6][CH2:5][CH2:4][CH:3]([C:7]([OH:9])=[O:8])[CH2:2]3)([CH2:24][C:25]3[CH:30]=[CH:29][CH:28]=[C:27]([Cl:31])[CH:26]=3)[C:14](=[O:23])[NH:15]2)=[CH:20][CH:19]=1. (3) Given the reactants [F:1][C:2]1[CH:3]=[C:4]([N+:20]([O-])=O)[CH:5]=[C:6]2[C:10]=1[NH:9][N:8]=[C:7]2[NH:11][C:12](=[O:19])[C:13]1[CH:18]=[CH:17][CH:16]=[CH:15][CH:14]=1, predict the reaction product. The product is: [NH2:20][C:4]1[CH:5]=[C:6]2[C:10](=[C:2]([F:1])[CH:3]=1)[NH:9][N:8]=[C:7]2[NH:11][C:12](=[O:19])[C:13]1[CH:18]=[CH:17][CH:16]=[CH:15][CH:14]=1.